Dataset: Catalyst prediction with 721,799 reactions and 888 catalyst types from USPTO. Task: Predict which catalyst facilitates the given reaction. (1) Reactant: [CH3:1][O:2][C:3]1[CH:4]=[CH:5][C:6]2[N:11]=[CH:10][C:9](=[O:12])[N:8]([CH2:13][CH2:14][C@@H:15]3[CH2:17][O:16]3)[C:7]=2[N:18]=1.[NH2:19][C@H:20]1[CH2:24][N:23]([C:25]2[CH:26]=[CH:27][C:28]3[O:29][CH2:30][C:31](=[O:35])[NH:32][C:33]=3[N:34]=2)[C:22](=[O:36])[CH2:21]1.C(OC(=O)N[C@@H]1CC(=O)NC1)(C)(C)C. Product: [OH:16][C@H:15]([CH2:14][CH2:13][N:8]1[C:9](=[O:12])[CH:10]=[N:11][C:6]2[CH:5]=[CH:4][C:3]([O:2][CH3:1])=[N:18][C:7]1=2)[CH2:17][NH:19][C@H:20]1[CH2:24][N:23]([C:25]2[CH:26]=[CH:27][C:28]3[O:29][CH2:30][C:31](=[O:35])[NH:32][C:33]=3[N:34]=2)[C:22](=[O:36])[CH2:21]1. The catalyst class is: 40. (2) Reactant: [NH2:1][C:2]1[CH:3]=[CH:4][C:5]([O:11][C:12](=[O:15])[CH2:13][CH3:14])=[C:6]([CH:10]=1)[C:7]([OH:9])=[O:8].[F:16][C:17]1[C:24]([F:25])=[C:23]([C:26]([F:29])([F:28])[F:27])[C:22]([F:30])=[C:21]([F:31])[C:18]=1[CH2:19]Br. Product: [C:12]([O:11][C:5]1[CH:4]=[CH:3][C:2]([NH:1][CH2:19][C:18]2[C:21]([F:31])=[C:22]([F:30])[C:23]([C:26]([F:27])([F:29])[F:28])=[C:24]([F:25])[C:17]=2[F:16])=[CH:10][C:6]=1[C:7]([OH:9])=[O:8])(=[O:15])[CH2:13][CH3:14]. The catalyst class is: 639. (3) Reactant: O1CCCC1.C([O:13][C:14]1[C:15]([O:24][CH3:25])=[CH:16][C:17]2[S:21][C:20]([CH3:22])=[N:19][C:18]=2[CH:23]=1)C1C=CC=CC=1.C([Li])(C)(C)C.P(Cl)(OCC)(OCC)=O. Product: [CH3:25][O:24][C:15]1[C:14]([OH:13])=[CH:23][C:18]2[N:19]=[C:20]([CH3:22])[S:21][C:17]=2[CH:16]=1. The catalyst class is: 6.